From a dataset of Reaction yield outcomes from USPTO patents with 853,638 reactions. Predict the reaction yield, written as a fraction of the theoretical maximum amount of product (1.0 means a 100% yield; for example, 0.34 means a 34% yield). (1) The reactants are C([O:3][C:4](=O)[CH2:5][CH:6]1[S:10][C:9]([C:11]2[NH:12][C:13]3[C:18]([CH:19]=2)=[CH:17][C:16]([O:20][C:21]2[CH:22]=[N:23][C:24]([CH2:27][S:28]([CH3:31])(=[O:30])=[O:29])=[CH:25][CH:26]=2)=[CH:15][C:14]=3[O:32][CH:33]2[CH2:38][CH2:37][O:36][CH2:35][CH2:34]2)=[N:8][CH2:7]1)C.[BH4-].[Li+].O.C(OCC)(=O)C. The catalyst is O1CCCC1.CO.CCCCCC. The product is [CH3:31][S:28]([CH2:27][C:24]1[N:23]=[CH:22][C:21]([O:20][C:16]2[CH:17]=[C:18]3[C:13](=[C:14]([O:32][CH:33]4[CH2:38][CH2:37][O:36][CH2:35][CH2:34]4)[CH:15]=2)[NH:12][C:11]([C:9]2[S:10][CH:6]([CH2:5][CH2:4][OH:3])[CH2:7][N:8]=2)=[CH:19]3)=[CH:26][CH:25]=1)(=[O:29])=[O:30]. The yield is 0.530. (2) The reactants are Br[C:2]1[CH:7]=[C:6]([O:8][CH2:9][C:10]([F:13])([F:12])[F:11])[C:5]([C:14]([F:17])([F:16])[F:15])=[CH:4][C:3]=1[N+:18]([O-:20])=[O:19].[C:21]([Cu])#[N:22].Cl. The catalyst is CN1C(=O)CCC1. The product is [N+:18]([C:3]1[CH:4]=[C:5]([C:14]([F:17])([F:16])[F:15])[C:6]([O:8][CH2:9][C:10]([F:13])([F:12])[F:11])=[CH:7][C:2]=1[C:21]#[N:22])([O-:20])=[O:19]. The yield is 0.850. (3) The yield is 0.680. The product is [CH3:1][O:2][C:3]([C:4]1[C:5]([C:9]2[C:4]([C:3]([O:2][CH3:1])=[O:15])=[CH:5][C:6]([O:12][CH3:13])=[CH:7][C:8]=2[O:10][CH3:11])=[C:6]([O:12][CH3:13])[CH:7]=[C:8]([O:10][CH3:11])[CH:9]=1)=[O:15]. The catalyst is CN(C=O)C. The reactants are [CH3:1][O:2][C:3](=[O:15])[C:4]1[CH:9]=[C:8]([O:10][CH3:11])[CH:7]=[C:6]([O:12][CH3:13])[C:5]=1Br.